From a dataset of Reaction yield outcomes from USPTO patents with 853,638 reactions. Predict the reaction yield, written as a fraction of the theoretical maximum amount of product (1.0 means a 100% yield; for example, 0.34 means a 34% yield). (1) The reactants are I[CH2:2][O:3][C:4]([N:6]1[C:14]2[C:9](=[CH:10][CH:11]=[C:12]([C:15]([F:18])([F:17])[F:16])[CH:13]=2)[C:8]([C:20]2[CH:25]=[C:24]([Cl:26])[CH:23]=[CH:22][C:21]=2[O:27][CH3:28])([F:19])[C:7]1=[O:29])=[O:5].[C:30]([O:34][P:35]([O-:42])([O:37][C:38]([CH3:41])([CH3:40])[CH3:39])=[O:36])([CH3:33])([CH3:32])[CH3:31].C([N+](CCCC)(CCCC)CCCC)CCC. The catalyst is O1CCCC1. The product is [C:30]([O:34][P:35]([O:37][C:38]([CH3:41])([CH3:40])[CH3:39])([O:42][CH2:2][O:3][C:4]([N:6]1[C:14]2[C:9](=[CH:10][CH:11]=[C:12]([C:15]([F:18])([F:17])[F:16])[CH:13]=2)[C@@:8]([C:20]2[CH:25]=[C:24]([Cl:26])[CH:23]=[CH:22][C:21]=2[O:27][CH3:28])([F:19])[C:7]1=[O:29])=[O:5])=[O:36])([CH3:33])([CH3:32])[CH3:31]. The yield is 0.480. (2) The reactants are [Br:1][C:2]1[CH:7]=[CH:6][C:5]([CH2:8][C:9]([OH:11])=[O:10])=[CH:4][CH:3]=1.[Li+].[CH3:13][CH:14]([N-]C(C)C)C.BrCCO[Si](C(C)(C)C)(C)C.Cl. The catalyst is C1COCC1. The product is [Br:1][C:2]1[CH:3]=[CH:4][C:5]([CH:8]2[CH2:14][CH2:13][O:10][C:9]2=[O:11])=[CH:6][CH:7]=1. The yield is 0.190.